Predict the product of the given reaction. From a dataset of Forward reaction prediction with 1.9M reactions from USPTO patents (1976-2016). (1) Given the reactants C(OC([N:8]1[CH2:12][C@@H:11]([CH2:13][N:14]([CH:31]([CH3:33])[CH3:32])[C:15](=[O:30])[C:16]2[CH:21]=[CH:20][C:19]([O:22][CH3:23])=[C:18]([O:24][CH2:25][CH2:26][CH2:27][O:28][CH3:29])[CH:17]=2)[C@H:10]([NH2:34])[CH2:9]1)=O)(C)(C)C.Br[CH2:36][C:37]([NH:39][CH:40]1[CH2:45][CH2:44][O:43][CH2:42][CH2:41]1)=[O:38].CC#N.O, predict the reaction product. The product is: [CH:31]([N:14]([CH2:13][C@H:11]1[C@H:10]([NH:34][CH2:36][C:37](=[O:38])[NH:39][CH:40]2[CH2:45][CH2:44][O:43][CH2:42][CH2:41]2)[CH2:9][NH:8][CH2:12]1)[C:15](=[O:30])[C:16]1[CH:21]=[CH:20][C:19]([O:22][CH3:23])=[C:18]([O:24][CH2:25][CH2:26][CH2:27][O:28][CH3:29])[CH:17]=1)([CH3:32])[CH3:33]. (2) Given the reactants [Cl:1][C:2]1[N:3]=[CH:4][CH:5]=[C:6]2[CH:10]=[CH:9][S:8][C:7]=12.ClC1C=CC=C(C(OO)=[O:19])C=1, predict the reaction product. The product is: [Cl:1][C:2]1[N+:3]([O-:19])=[CH:4][CH:5]=[C:6]2[CH:10]=[CH:9][S:8][C:7]=12. (3) Given the reactants [N:1]([CH2:4][C@@H:5]1[O:9][C:8](=[O:10])[N:7]([C:11]2[CH:16]=[CH:15][C:14]([C:17]3[O:18][CH:19]=[C:20]([CH2:22]Cl)[N:21]=3)=[C:13]([F:24])[CH:12]=2)[CH2:6]1)=[N+:2]=[N-:3].N1C=[CH:28][N:27]=[N:26]1.C(=O)([O-])[O-].[K+].[K+].[C:36](#[N:38])C, predict the reaction product. The product is: [N:1]([CH2:4][C@@H:5]1[O:9][C:8](=[O:10])[N:7]([C:11]2[CH:16]=[CH:15][C:14]([C:17]3[O:18][CH:19]=[C:20]([CH2:22][N:27]4[CH:28]=[N:38][CH:36]=[N:26]4)[N:21]=3)=[C:13]([F:24])[CH:12]=2)[CH2:6]1)=[N+:2]=[N-:3]. (4) Given the reactants [N:1]1[CH:2]=[N:3][N:4]2[CH:9]=[C:8]([C:10]3[N:11]=[C:12]([CH2:22][NH:23][C:24]4[CH:29]=[CH:28][CH:27]=[C:26]([CH:30]=[CH2:31])[CH:25]=4)[NH:13][C:14]=3[C:15]3[CH:20]=[CH:19][CH:18]=[C:17]([CH3:21])[N:16]=3)[CH:7]=[CH:6][C:5]=12.[OH:32][S:33]([OH:36])(=[O:35])=[O:34], predict the reaction product. The product is: [S:33]([OH:36])([OH:35])(=[O:34])=[O:32].[N:1]1[CH:2]=[N:3][N:4]2[CH:9]=[C:8]([C:10]3[N:11]=[C:12]([CH2:22][NH:23][C:24]4[CH:29]=[CH:28][CH:27]=[C:26]([CH:30]=[CH2:31])[CH:25]=4)[NH:13][C:14]=3[C:15]3[CH:20]=[CH:19][CH:18]=[C:17]([CH3:21])[N:16]=3)[CH:7]=[CH:6][C:5]=12.